Dataset: Full USPTO retrosynthesis dataset with 1.9M reactions from patents (1976-2016). Task: Predict the reactants needed to synthesize the given product. (1) Given the product [C:10]([C:9]1[CH:12]=[CH:13][C:6]([S:2]([Cl:4])(=[O:1])=[O:18])=[C:7]([N+:14]([O-:16])=[O:15])[CH:8]=1)#[N:11], predict the reactants needed to synthesize it. The reactants are: [O:1]=[S:2]([Cl:4])Cl.N[C:6]1[CH:13]=[CH:12][C:9]([C:10]#[N:11])=[CH:8][C:7]=1[N+:14]([O-:16])=[O:15].N([O-])=[O:18].[Na+].Cl. (2) Given the product [Br:1][C:2]1[CH:8]=[CH:7][C:6]([F:9])=[CH:5][C:3]=1[NH:4][CH:11]([CH3:12])[CH3:10], predict the reactants needed to synthesize it. The reactants are: [Br:1][C:2]1[CH:8]=[CH:7][C:6]([F:9])=[CH:5][C:3]=1[NH2:4].[CH3:10][C:11](=O)[CH3:12].C(O[BH-](OC(=O)C)OC(=O)C)(=O)C.[Na+].O. (3) Given the product [Cl:29][C:30]1[CH:31]=[C:32]([O:42][C:43]2[C:55]([CH:56]3[CH2:58][CH2:57]3)=[CH:54][C:46]([C:47]([OH:49])=[O:48])=[C:45]([F:59])[CH:44]=2)[CH:33]=[N:34][C:35]=1[O:36][CH2:37][C:38]([F:39])([F:41])[F:40], predict the reactants needed to synthesize it. The reactants are: ClC1C(OC2C=CC(OC(F)(F)F)=C(Cl)C=2)=CC(F)=C(C=1)C(OC(C)(C)C)=O.[Cl:29][C:30]1[CH:31]=[C:32]([O:42][C:43]2[C:55]([CH:56]3[CH2:58][CH2:57]3)=[CH:54][C:46]([C:47]([O:49]C(C)(C)C)=[O:48])=[C:45]([F:59])[CH:44]=2)[CH:33]=[N:34][C:35]=1[O:36][CH2:37][C:38]([F:41])([F:40])[F:39]. (4) Given the product [CH2:11]([O:13][C:14](=[O:58])[CH2:15][CH2:16][CH2:17][CH2:18][CH2:19][NH:20][C:21]([NH:23][C:24]1[CH:29]=[C:28]([CH3:30])[C:27]([C:31]2[CH:36]=[CH:35][CH:34]=[C:33]([S:37]([C:40]3[CH:44]=[C:43]([C:45]([NH:47][C:48]([O:50][C:51]([CH3:52])([CH3:53])[CH3:54])=[O:49])=[NH:46])[S:42][C:41]=3[S:55][CH3:56])(=[O:39])=[O:38])[CH:32]=2)=[C:26]([NH:57][C:7](=[O:8])[CH2:6][CH2:5][CH2:4][C:3]([O:2][CH3:1])=[O:10])[CH:25]=1)=[O:22])[CH3:12], predict the reactants needed to synthesize it. The reactants are: [CH3:1][O:2][C:3](=[O:10])[CH2:4][CH2:5][CH2:6][C:7](Cl)=[O:8].[CH2:11]([O:13][C:14](=[O:58])[CH2:15][CH2:16][CH2:17][CH2:18][CH2:19][NH:20][C:21]([NH:23][C:24]1[CH:29]=[C:28]([CH3:30])[C:27]([C:31]2[CH:36]=[CH:35][CH:34]=[C:33]([S:37]([C:40]3[CH:44]=[C:43]([C:45]([NH:47][C:48]([O:50][C:51]([CH3:54])([CH3:53])[CH3:52])=[O:49])=[NH:46])[S:42][C:41]=3[S:55][CH3:56])(=[O:39])=[O:38])[CH:32]=2)=[C:26]([NH2:57])[CH:25]=1)=[O:22])[CH3:12].C(N(CC)CC)C. (5) The reactants are: [CH3:1][S:2][C:3]1[N:8]=[CH:7][C:6]([NH2:9])=[CH:5][N:4]=1.[Br-:10].[Br-].[Br-].C([N+](C)(C)C)C1C=CC=CC=1.C([N+](C)(C)C)C1C=CC=CC=1.C([N+](C)(C)C)C1C=CC=CC=1. Given the product [Br:10][C:5]1[C:6]([NH2:9])=[CH:7][N:8]=[C:3]([S:2][CH3:1])[N:4]=1, predict the reactants needed to synthesize it. (6) Given the product [CH2:31]([NH:30][C:28]([C:24]1[S:23][C:22]([N:19]2[CH:17]=[C:16]([CH:15]([OH:18])[C:9]3[CH:14]=[CH:13][CH:12]=[CH:11][CH:10]=3)[N:21]=[N:20]2)=[N:26][C:25]=1[CH3:27])=[O:29])[C:32]1[CH:33]=[CH:34][CH:35]=[CH:36][CH:37]=1, predict the reactants needed to synthesize it. The reactants are: C1(C#C)C=CC=CC=1.[C:9]1([CH:15]([OH:18])[C:16]#[CH:17])[CH:14]=[CH:13][CH:12]=[CH:11][CH:10]=1.[N:19]([C:22]1[S:23][C:24]([C:28]([NH:30][CH2:31][C:32]2[CH:37]=[CH:36][CH:35]=[CH:34][CH:33]=2)=[O:29])=[C:25]([CH3:27])[N:26]=1)=[N+:20]=[N-:21].